Dataset: Reaction yield outcomes from USPTO patents with 853,638 reactions. Task: Predict the reaction yield, written as a fraction of the theoretical maximum amount of product (1.0 means a 100% yield; for example, 0.34 means a 34% yield). (1) The reactants are Cl.[CH:2]1([NH:7][C:8]2[N:13]=[C:12]([C:14]3[C:15]([C:26]4[CH:31]=[CH:30][C:29]([F:32])=[CH:28][CH:27]=4)=[N:16][N:17]4[CH:22]=[C:21](C(O)=O)[CH:20]=[CH:19][C:18]=34)[CH:11]=[CH:10][N:9]=2)[CH2:6][CH2:5][CH2:4][CH2:3]1.C([N:35]([CH2:38]C)CC)C.C1(P(N=[N+]=[N-])(C2C=CC=CC=2)=[O:47])C=CC=CC=1.[C:57]([OH:61])([CH3:60])([CH3:59])[CH3:58]. The catalyst is C(OCC)(=O)C. The product is [CH:2]1([NH:7][C:8]2[N:13]=[C:12]([C:14]3[C:15]([C:26]4[CH:27]=[CH:28][C:29]([F:32])=[CH:30][CH:31]=4)=[N:16][N:17]4[CH:22]=[C:21]([NH:35][C:38](=[O:47])[O:61][C:57]([CH3:60])([CH3:59])[CH3:58])[CH:20]=[CH:19][C:18]=34)[CH:11]=[CH:10][N:9]=2)[CH2:6][CH2:5][CH2:4][CH2:3]1. The yield is 0.540. (2) The reactants are C(N(CC)CC)C.[C:8]1([N:14]=[C:15]=[O:16])[CH:13]=[CH:12][CH:11]=[CH:10][CH:9]=1.[CH3:17][C:18]1[NH:22][N:21]=[C:20]([O:23][C:24]2[CH:29]=[CH:28][CH:27]=[CH:26][C:25]=2[C:30]([F:33])([F:32])[F:31])[CH:19]=1.Cl. The catalyst is C(OCC)(=O)C. The product is [C:8]1([NH:14][C:15]([N:22]2[C:18]([CH3:17])=[CH:19][C:20]([O:23][C:24]3[CH:29]=[CH:28][CH:27]=[CH:26][C:25]=3[C:30]([F:31])([F:32])[F:33])=[N:21]2)=[O:16])[CH:13]=[CH:12][CH:11]=[CH:10][CH:9]=1. The yield is 0.875.